Dataset: Reaction yield outcomes from USPTO patents with 853,638 reactions. Task: Predict the reaction yield, written as a fraction of the theoretical maximum amount of product (1.0 means a 100% yield; for example, 0.34 means a 34% yield). (1) The reactants are [Br-].[CH3:2][C:3]1[CH:4]=[C:5]([S+:24]2[C:28]3[CH:29]=[CH:30][CH:31]=[CH:32][C:27]=3[C:26]3[CH:33]=[CH:34][CH:35]=[CH:36][C:25]2=3)[CH:6]=[C:7]([CH3:23])[C:8]=1[O:9][CH2:10][C:11](=[O:22])[O:12][C:13]([C:16]1[CH:21]=[CH:20][CH:19]=[CH:18][CH:17]=1)([CH3:15])[CH3:14].[F:37][C:38]([F:50])([S:46]([O-:49])(=[O:48])=[O:47])[CH2:39][O:40][C:41](=[O:45])[C:42]([CH3:44])=[CH2:43].C([NH+](CC)CC)C.O. The catalyst is ClCCl. The product is [F:50][C:38]([F:37])([S:46]([O-:49])(=[O:48])=[O:47])[CH2:39][O:40][C:41](=[O:45])[C:42]([CH3:44])=[CH2:43].[CH3:23][C:7]1[CH:6]=[C:5]([S+:24]2[C:28]3[CH:29]=[CH:30][CH:31]=[CH:32][C:27]=3[C:26]3[CH:33]=[CH:34][CH:35]=[CH:36][C:25]2=3)[CH:4]=[C:3]([CH3:2])[C:8]=1[O:9][CH2:10][C:11](=[O:22])[O:12][C:13]([C:16]1[CH:17]=[CH:18][CH:19]=[CH:20][CH:21]=1)([CH3:15])[CH3:14]. The yield is 0.800. (2) The reactants are [Cl:1][C:2]1[N:7]=[C:6]([NH:8][CH:9]2[CH2:13][CH2:12][CH2:11][CH2:10]2)[C:5]([C:14]#[C:15][CH:16]([O:20][CH2:21][CH3:22])[O:17][CH2:18][CH3:19])=[CH:4][N:3]=1.[F-].C([N+](CCCC)(CCCC)CCCC)CCC. The catalyst is C1COCC1. The product is [Cl:1][C:2]1[N:3]=[CH:4][C:5]2[CH:14]=[C:15]([CH:16]([O:20][CH2:21][CH3:22])[O:17][CH2:18][CH3:19])[N:8]([CH:9]3[CH2:13][CH2:12][CH2:11][CH2:10]3)[C:6]=2[N:7]=1. The yield is 0.820.